This data is from Reaction yield outcomes from USPTO patents with 853,638 reactions. The task is: Predict the reaction yield, written as a fraction of the theoretical maximum amount of product (1.0 means a 100% yield; for example, 0.34 means a 34% yield). (1) The reactants are [C:1]([O:4][C:5]1[CH:10]=[CH:9][C:8]([C:11]#[C:12][C:13]2[O:14][C:15]3[CH:21]=[C:20]([O:22][CH3:23])[CH:19]=[CH:18][C:16]=3[CH:17]=2)=[CH:7][CH:6]=1)(=O)[CH3:2].C([O-])([O-])=[O:25].[K+].[K+].CN(C=O)C. No catalyst specified. The product is [CH3:23][O:22][C:20]1[CH:19]=[CH:18][C:16]2[CH2:17][CH:13]([CH2:12][CH2:11][C:8]3[CH:9]=[CH:10][C:5]([O:4][CH2:1][CH2:2][OH:25])=[CH:6][CH:7]=3)[O:14][C:15]=2[CH:21]=1. The yield is 1.00. (2) The reactants are Cl[C:2]1[CH:11]=[CH:10][C:9]2[C:4](=[CH:5][CH:6]=[C:7]([Cl:12])[CH:8]=2)[N:3]=1.[CH:13]1([NH2:20])[CH2:18][CH2:17][CH2:16][CH:15]([NH2:19])[CH2:14]1. The catalyst is N1C=CC=CC=1. The product is [Cl:12][C:7]1[CH:8]=[C:9]2[C:4](=[CH:5][CH:6]=1)[N:3]=[C:2]([NH:19][CH:15]1[CH2:16][CH2:17][CH2:18][CH:13]([NH2:20])[CH2:14]1)[CH:11]=[CH:10]2. The yield is 0.363.